Dataset: Full USPTO retrosynthesis dataset with 1.9M reactions from patents (1976-2016). Task: Predict the reactants needed to synthesize the given product. Given the product [CH2:27]([N:29]([CH2:34][CH3:35])[CH2:30][CH2:31][N:32]([CH3:33])[S:16]([C:14]1[S:15][C:11]([C:7]2[S:6][C:5]([NH:4][C:1](=[O:3])[CH3:2])=[N:9][C:8]=2[CH3:10])=[CH:12][CH:13]=1)(=[O:18])=[O:17])[CH3:28], predict the reactants needed to synthesize it. The reactants are: [C:1]([NH:4][C:5]1[S:6][C:7]([C:11]2[S:15][C:14]([S:16](Cl)(=[O:18])=[O:17])=[CH:13][CH:12]=2)=[C:8]([CH3:10])[N:9]=1)(=[O:3])[CH3:2].C(N(CC)CC)C.[CH2:27]([N:29]([CH2:34][CH3:35])[CH2:30][CH2:31][NH:32][CH3:33])[CH3:28].